This data is from Full USPTO retrosynthesis dataset with 1.9M reactions from patents (1976-2016). The task is: Predict the reactants needed to synthesize the given product. (1) Given the product [CH3:15][C:16]1([CH3:17])[C:18]([CH3:20])([CH3:19])[O:8][C:1]1([C:9]1[CH:14]=[CH:13][CH:12]=[CH:11][CH:10]=1)[C:2]1[CH:7]=[CH:6][CH:5]=[CH:4][CH:3]=1, predict the reactants needed to synthesize it. The reactants are: [C:1]([C:9]1[CH:14]=[CH:13][CH:12]=[CH:11][CH:10]=1)(=[O:8])[C:2]1[CH:7]=[CH:6][CH:5]=[CH:4][CH:3]=1.[CH3:15][C:16](=[C:18]([CH3:20])[CH3:19])[CH3:17]. (2) Given the product [CH:55]1([C:2]2[CH:3]=[CH:4][C:5]([CH2:6][N:7]3[C:11](=[O:12])[N:10]([CH2:13][CH3:14])[C:9]([CH2:15][CH2:16][CH2:17][C:18]4[CH:23]=[CH:22][C:21]([C:24]5[CH:29]=[CH:28][CH:27]=[C:26]([CH2:30][C:31]([O:33][CH2:34][CH3:35])=[O:32])[CH:25]=5)=[CH:20][CH:19]=4)=[N:8]3)=[CH:36][CH:37]=2)[CH2:56][CH2:51]1, predict the reactants needed to synthesize it. The reactants are: Br[C:2]1[CH:37]=[CH:36][C:5]([CH2:6][N:7]2[C:11](=[O:12])[N:10]([CH2:13][CH3:14])[C:9]([CH2:15][CH2:16][CH2:17][C:18]3[CH:23]=[CH:22][C:21]([C:24]4[CH:29]=[CH:28][CH:27]=[C:26]([CH2:30][C:31]([O:33][CH2:34][CH3:35])=[O:32])[CH:25]=4)=[CH:20][CH:19]=3)=[N:8]2)=[CH:4][CH:3]=1.P([CH:51]1[CH2:56][CH2:55]CCC1)(C1CCCCC1)C1CCCCC1.C1(B(O)O)CC1.[O-]P([O-])([O-])=O.[K+].[K+].[K+]. (3) Given the product [CH3:1][C:2]1([CH3:20])[CH2:3][CH2:4][CH:5]([C:8]2[S:19][C:11]3[N:12]=[C:13]([CH3:18])[N:14]=[C:15]([C:16]([O:22][CH2:23][CH3:24])=[O:30])[C:10]=3[CH:9]=2)[CH2:6][CH2:7]1, predict the reactants needed to synthesize it. The reactants are: [CH3:1][C:2]1([CH3:20])[CH2:7][CH2:6][CH:5]([C:8]2[S:19][C:11]3[N:12]=[C:13]([CH3:18])[N:14]=[C:15]([C:16]#N)[C:10]=3[CH:9]=2)[CH2:4][CH2:3]1.Cl.[O:22]1CCO[CH2:24][CH2:23]1.CC[OH:30]. (4) Given the product [S:11]1[C:12]2[CH:18]=[CH:17][CH:16]=[CH:15][C:13]=2[N:14]=[C:10]1[O:9][C:8]1[CH:19]=[CH:20][C:5]([O:4][CH2:3][CH2:2][N:22]2[CH2:23][CH2:24][CH:25]([N:28]3[CH2:32][CH2:31][CH2:30][C:29]3=[O:33])[CH2:26][CH2:27]2)=[CH:6][CH:7]=1, predict the reactants needed to synthesize it. The reactants are: Br[CH2:2][CH2:3][O:4][C:5]1[CH:20]=[CH:19][C:8]([O:9][C:10]2[S:11][C:12]3[CH:18]=[CH:17][CH:16]=[CH:15][C:13]=3[N:14]=2)=[CH:7][CH:6]=1.Cl.[NH:22]1[CH2:27][CH2:26][CH:25]([N:28]2[CH2:32][CH2:31][CH2:30][C:29]2=[O:33])[CH2:24][CH2:23]1.CNC. (5) Given the product [OH:26][C@:16]1([C:23]#[C:24][CH3:25])[CH2:17][CH2:18][C@H:19]2[C@H:20]3[C:12]([C@@H:13]([C:28]4[CH:29]=[CH:30][C:31]([NH:34][CH3:35])=[CH:32][CH:33]=4)[CH2:14][C@:15]12[CH3:27])=[C:11]1[C:2](=[CH:3][C:4](=[O:5])[CH2:9][CH2:10]1)[CH2:22][CH2:21]3, predict the reactants needed to synthesize it. The reactants are: O[C@@:2]12[CH2:22][CH2:21][CH:20]3[C:12]([C@@H:13]([C:28]4[CH:33]=[CH:32][C:31]([N:34](C)[C:35](=O)OC(C)(C)C)=[CH:30][CH:29]=4)[CH2:14][C@@:15]4([CH3:27])[CH:19]3[CH2:18][CH2:17][C@@:16]4([OH:26])[C:23]#[C:24][CH3:25])=[C:11]1[CH2:10][CH2:9][C:4]1(OCC[O:5]1)[CH2:3]2.CC1C=CC(S(O)(=O)=O)=CC=1.O.C(Cl)Cl.C1COCC1.C([O-])(O)=O.[Na+]. (6) Given the product [F:30][C:24]1[CH:25]=[C:26]([F:29])[CH:27]=[CH:28][C:23]=1[N:22]1[C:18]([C:16]2[S:15][C:12]3[C:13]4[N:14]=[C:4]([C:1]([N:39]5[CH2:40][CH2:33][N:32]([CH3:35])[CH2:31][CH2:36]5)=[O:3])[CH:5]=[CH:6][C:7]=4[O:8][CH2:9][CH2:10][C:11]=3[CH:17]=2)=[N:19][CH:20]=[N:21]1, predict the reactants needed to synthesize it. The reactants are: [C:1]([C:4]1[CH:5]=[CH:6][C:7]2[O:8][CH2:9][CH2:10][C:11]3[CH:17]=[C:16]([C:18]4[N:22]([C:23]5[CH:28]=[CH:27][C:26]([F:29])=[CH:25][C:24]=5[F:30])[N:21]=[CH:20][N:19]=4)[S:15][C:12]=3[C:13]=2[N:14]=1)([OH:3])=O.[CH3:31][N:32]([CH3:35])[CH:33]=O.[CH:36]([N:39](CC)[CH:40](C)C)(C)C.F[P-](F)(F)(F)(F)F.C[N+](C)=C(N(C)C)ON1C2N=CC=CC=2N=N1.C(=O)(O)[O-].[Na+]. (7) Given the product [CH:2]([C:3]1[CH:7]=[C:6]([C:8]([OH:10])=[O:9])[N:5]([C:13]2[CH:18]=[CH:17][C:16]([O:19][CH3:20])=[CH:15][CH:14]=2)[N:4]=1)=[O:22], predict the reactants needed to synthesize it. The reactants are: Br[CH:2](Br)[C:3]1[CH:7]=[C:6]([C:8]([O:10]CC)=[O:9])[N:5]([C:13]2[CH:18]=[CH:17][C:16]([O:19][CH3:20])=[CH:15][CH:14]=2)[N:4]=1.[OH-:22].[Li+].